Dataset: Reaction yield outcomes from USPTO patents with 853,638 reactions. Task: Predict the reaction yield, written as a fraction of the theoretical maximum amount of product (1.0 means a 100% yield; for example, 0.34 means a 34% yield). (1) The reactants are C([O:3][C@H:4]1[CH2:9][CH2:8][CH2:7][N:6]([C:10]2[N:11]=[C:12]3[CH:29]=[C:28](/[CH:30]=[CH:31]/[C:32]4[S:33][CH:34]=[C:35]([CH:37]([CH3:39])[CH3:38])[N:36]=4)[CH:27]=[CH:26][N:13]3[C:14](=[O:25])[C:15]=2/[CH:16]=[CH:17]/[C:18]([O:20][C:21]([CH3:24])([CH3:23])[CH3:22])=[O:19])[CH2:5]1)=O.C(O[C@@H]1CCCN(C2N=C3C=C(/C=C/C4SC=C(C(C)C)N=4)C=CN3C(=O)C=2/C=C/C(OC(C)(C)C)=O)C1)=O.OC1CCCN(C2N=C3C=C(/C=C/C4SC=C(C(C)C)N=4)C=CN3C(=O)C=2/C=C/C(OC(C)(C)C)=O)C1. No catalyst specified. The product is [OH:3][C@H:4]1[CH2:9][CH2:8][CH2:7][N:6]([C:10]2[N:11]=[C:12]3[CH:29]=[C:28](/[CH:30]=[CH:31]/[C:32]4[S:33][CH:34]=[C:35]([CH:37]([CH3:39])[CH3:38])[N:36]=4)[CH:27]=[CH:26][N:13]3[C:14](=[O:25])[C:15]=2/[CH:16]=[CH:17]/[C:18]([O:20][C:21]([CH3:22])([CH3:23])[CH3:24])=[O:19])[CH2:5]1. The yield is 1.00. (2) The reactants are [CH3:1][N:2]1[CH2:7][CH2:6][NH:5][CH2:4][CH2:3]1.[Br:8][C:9]1[CH:10]=[C:11]([S:16](Cl)(=[O:18])=[O:17])[CH:12]=[N:13][C:14]=1[Cl:15]. No catalyst specified. The product is [Br:8][C:9]1[CH:10]=[C:11]([S:16]([N:5]2[CH2:6][CH2:7][N:2]([CH3:1])[CH2:3][CH2:4]2)(=[O:18])=[O:17])[CH:12]=[N:13][C:14]=1[Cl:15]. The yield is 0.910.